From a dataset of Full USPTO retrosynthesis dataset with 1.9M reactions from patents (1976-2016). Predict the reactants needed to synthesize the given product. (1) Given the product [CH3:33][O:32][C:28](=[O:31])[CH:29]=[CH:30][C:2]1[C:10]2[C:5](=[CH:6][CH:7]=[C:8]([N+:11]([O-:13])=[O:12])[CH:9]=2)[N:4]([C:14]([O:16][C:17]([CH3:20])([CH3:19])[CH3:18])=[O:15])[N:3]=1, predict the reactants needed to synthesize it. The reactants are: I[C:2]1[C:10]2[C:5](=[CH:6][CH:7]=[C:8]([N+:11]([O-:13])=[O:12])[CH:9]=2)[N:4]([C:14]([O:16][C:17]([CH3:20])([CH3:19])[CH3:18])=[O:15])[N:3]=1.C(N(CC)CC)C.[C:28]([O:32][CH3:33])(=[O:31])[CH:29]=[CH2:30]. (2) Given the product [CH3:1][S:2]([O:30][CH2:29][CH2:28][O:27][C:26]1[CH:31]=[CH:32][C:23]([CH:20]2[CH2:21][CH2:22][N:17]([C:14]3[CH:15]=[CH:16][C:11]4[N:12]([C:8]([C:7]([F:6])([F:33])[F:34])=[N:9][N:10]=4)[N:13]=3)[CH2:18][CH2:19]2)=[CH:24][CH:25]=1)(=[O:4])=[O:3], predict the reactants needed to synthesize it. The reactants are: [CH3:1][S:2](Cl)(=[O:4])=[O:3].[F:6][C:7]([F:34])([F:33])[C:8]1[N:12]2[N:13]=[C:14]([N:17]3[CH2:22][CH2:21][CH:20]([C:23]4[CH:32]=[CH:31][C:26]([O:27][CH2:28][CH2:29][OH:30])=[CH:25][CH:24]=4)[CH2:19][CH2:18]3)[CH:15]=[CH:16][C:11]2=[N:10][N:9]=1.C(N(CC)CC)C. (3) The reactants are: [NH2:1][C:2]1[CH:3]=[C:4]([S:21]([OH:24])(=[O:23])=[O:22])[C:5]([CH:8]=[CH:9][C:10]2[C:11]([S:17]([OH:20])(=[O:19])=[O:18])=[CH:12][C:13]([NH2:16])=[CH:14][CH:15]=2)=[CH:6][CH:7]=1.[C:25](=[O:28])([O-:27])[O-].[Na+].[Na+].Cl[C:32]([O:34][CH2:35][CH:36]1[C:48]2[CH:47]=[CH:46][CH:45]=[CH:44][C:43]=2[C:42]2[C:37]1=[CH:38][CH:39]=[CH:40][CH:41]=2)=[O:33]. Given the product [CH:8](/[C:5]1[CH:6]=[CH:7][C:2]([NH:1][C:32]([O:34][CH2:35][CH:36]2[C:48]3[CH:47]=[CH:46][CH:45]=[CH:44][C:43]=3[C:42]3[C:37]2=[CH:38][CH:39]=[CH:40][CH:41]=3)=[O:33])=[CH:3][C:4]=1[S:21]([OH:24])(=[O:23])=[O:22])=[CH:9]\[C:10]1[CH:15]=[CH:14][C:13]([NH:16][C:25]([O:27][CH2:35][CH:36]2[C:37]3[CH:38]=[CH:39][CH:40]=[CH:41][C:42]=3[C:43]3[C:48]2=[CH:47][CH:46]=[CH:45][CH:44]=3)=[O:28])=[CH:12][C:11]=1[S:17]([OH:20])(=[O:19])=[O:18], predict the reactants needed to synthesize it. (4) Given the product [Cl:1][C:2]1[CH:7]=[C:6]([CH:5]=[CH:4][C:3]=1[O:11][C:12]1[CH:17]=[CH:16][CH:15]=[C:14]([O:18][C:19]([F:23])([F:24])[CH:20]([F:21])[F:22])[CH:13]=1)[NH2:8], predict the reactants needed to synthesize it. The reactants are: [Cl:1][C:2]1[CH:7]=[C:6]([N+:8]([O-])=O)[CH:5]=[CH:4][C:3]=1[O:11][C:12]1[CH:17]=[CH:16][CH:15]=[C:14]([O:18][C:19]([F:24])([F:23])[CH:20]([F:22])[F:21])[CH:13]=1.[Cl-].[Ca+2].[Cl-].O. (5) Given the product [O:1]([CH2:2][CH2:3][S:4][C:5]1[C:6]([N:11]2[CH2:16][CH2:15][N:14]([C:17]([O:19][C:20]([CH3:23])([CH3:22])[CH3:21])=[O:18])[CH2:13][CH2:12]2)=[N:7][CH:8]=[CH:9][N:10]=1)[C:24]1[CH:29]=[CH:28][CH:27]=[CH:26][CH:25]=1, predict the reactants needed to synthesize it. The reactants are: [OH:1][CH2:2][CH2:3][S:4][C:5]1[C:6]([N:11]2[CH2:16][CH2:15][N:14]([C:17]([O:19][C:20]([CH3:23])([CH3:22])[CH3:21])=[O:18])[CH2:13][CH2:12]2)=[N:7][CH:8]=[CH:9][N:10]=1.[C:24]1(P([C:24]2[CH:29]=[CH:28][CH:27]=[CH:26][CH:25]=2)[C:24]2[CH:29]=[CH:28][CH:27]=[CH:26][CH:25]=2)[CH:29]=[CH:28][CH:27]=[CH:26][CH:25]=1.C1(O)C=CC=CC=1.N(C(OCC)=O)=NC(OCC)=O.